Task: Predict the product of the given reaction.. Dataset: Forward reaction prediction with 1.9M reactions from USPTO patents (1976-2016) (1) Given the reactants [NH2:1][C:2]1[N:7]=[C:6]([C:8]2[CH:13]=[CH:12][N:11]=[CH:10][CH:9]=2)[C:5]([C:14]2[CH:15]=[CH:16][C:17](=[O:20])[NH:18][N:19]=2)=[CH:4][N:3]=1.[CH:21](I)([CH3:23])[CH3:22], predict the reaction product. The product is: [NH2:1][C:2]1[N:7]=[C:6]([C:8]2[CH:13]=[CH:12][N:11]=[CH:10][CH:9]=2)[C:5]([C:14]2[CH:15]=[CH:16][C:17](=[O:20])[N:18]([CH:21]([CH3:23])[CH3:22])[N:19]=2)=[CH:4][N:3]=1. (2) Given the reactants Cl.[CH2:2]([N:9]1[CH2:14][CH2:13][C:12](=O)[CH:11]([C:16]([O:18][CH2:19]C)=O)C1)[C:3]1[CH:8]=[CH:7][CH:6]=[CH:5][CH:4]=1.C(NC1C2CCCCC=2[N:32]=[C:31]([Cl:39])[N:30]=1)C1C=CC=CC=1.CC(C1C=C(C(C)C)C(C2C=CC=CC=2P(C2CCCCC2)C2CCCCC2)=C(C(C)C)C=1)C.C([O-])([O-])=O.[Cs+].[Cs+], predict the reaction product. The product is: [CH2:2]([NH:9][C:14]1[C:13]2[CH2:19][O:18][CH2:16][CH2:11][C:12]=2[N:30]=[C:31]([Cl:39])[N:32]=1)[C:3]1[CH:4]=[CH:5][CH:6]=[CH:7][CH:8]=1. (3) Given the reactants [I:1][C:2]1[C:10]2[C:5](=[CH:6][CH:7]=[C:8]([C:11]([OH:13])=O)[CH:9]=2)[N:4]([S:14]([C:17]2[CH:23]=[CH:22][C:20]([CH3:21])=[CH:19][CH:18]=2)(=[O:16])=[O:15])[CH:3]=1.[F:24][C:25]([F:33])([F:32])[CH2:26][NH:27][C:28]([NH:30][NH2:31])=S.Cl.C(N=C=NCCCN(C)C)C.O, predict the reaction product. The product is: [I:1][C:2]1[C:10]2[C:5](=[CH:6][CH:7]=[C:8]([C:11]3[O:13][C:28]([NH:27][CH2:26][C:25]([F:33])([F:32])[F:24])=[N:30][N:31]=3)[CH:9]=2)[N:4]([S:14]([C:17]2[CH:18]=[CH:19][C:20]([CH3:21])=[CH:22][CH:23]=2)(=[O:15])=[O:16])[CH:3]=1. (4) Given the reactants [OH:1][NH:2][C:3]([C:5]1[CH:22]=[N:21][C:20]2[N:19]3[CH2:23][C@@H:24]([CH3:28])[O:25][C@@H:26]([CH3:27])[C@@H:18]3[C:9]3([C:14](=[O:15])[NH:13][C:12](=[O:16])[NH:11][C:10]3=[O:17])[CH2:8][C:7]=2[CH:6]=1)=[NH:4].[C:29](OC(=O)C)(=O)[CH3:30], predict the reaction product. The product is: [CH3:27][C@H:26]1[C@@H:18]2[C:9]3([CH2:8][C:7]4[CH:6]=[C:5]([C:3]5[N:4]=[C:29]([CH3:30])[O:1][N:2]=5)[CH:22]=[N:21][C:20]=4[N:19]2[CH2:23][C@@H:24]([CH3:28])[O:25]1)[C:14](=[O:15])[NH:13][C:12](=[O:16])[NH:11][C:10]3=[O:17].